This data is from Full USPTO retrosynthesis dataset with 1.9M reactions from patents (1976-2016). The task is: Predict the reactants needed to synthesize the given product. (1) Given the product [C:1]1(/[CH:7]=[CH:8]\[CH2:9][CH2:10][CH:11]=[O:12])[CH:6]=[CH:5][CH:4]=[CH:3][CH:2]=1, predict the reactants needed to synthesize it. The reactants are: [C:1]1(/[CH:7]=[CH:8]\[CH2:9][CH2:10][C:11](OCC)=[O:12])[CH:6]=[CH:5][CH:4]=[CH:3][CH:2]=1.CC(C[AlH]CC(C)C)C. (2) Given the product [N+:8]([C:5]1[CH:6]=[CH:7][C:2]([N:17]2[CH:18]=[CH:19][N:20]=[CH:16]2)=[C:3]([C:11]([F:14])([F:13])[F:12])[CH:4]=1)([O-:10])=[O:9], predict the reactants needed to synthesize it. The reactants are: Br[C:2]1[CH:7]=[CH:6][C:5]([N+:8]([O-:10])=[O:9])=[CH:4][C:3]=1[C:11]([F:14])([F:13])[F:12].C[C:16]1[NH:17][CH:18]=[C:19](C)[N:20]=1.